From a dataset of Forward reaction prediction with 1.9M reactions from USPTO patents (1976-2016). Predict the product of the given reaction. (1) Given the reactants C[O:2][C:3]1[CH:4]=[C:5]([CH:14]=[CH:15][C:16]2[CH:17]=[C:18]([CH:22]=[CH:23][CH:24]=2)[C:19]([OH:21])=[O:20])[CH:6]=[C:7]([O:12]C)[C:8]=1[CH2:9][CH2:10][CH3:11].Cl.N1C=CC=CC=1, predict the reaction product. The product is: [OH:2][C:3]1[CH:4]=[C:5]([CH:14]=[CH:15][C:16]2[CH:17]=[C:18]([CH:22]=[CH:23][CH:24]=2)[C:19]([OH:21])=[O:20])[CH:6]=[C:7]([OH:12])[C:8]=1[CH2:9][CH2:10][CH3:11]. (2) Given the reactants [F:1][C:2]1[CH:3]=[C:4]([NH:22]C(=O)C)[CH:5]=[CH:6][C:7]=1[O:8][C:9]1[CH:14]=[CH:13][N:12]=[C:11]([NH:15][C:16]2[CH:21]=[CH:20][CH:19]=[CH:18][CH:17]=2)[CH:10]=1, predict the reaction product. The product is: [NH2:22][C:4]1[CH:5]=[CH:6][C:7]([O:8][C:9]2[CH:14]=[CH:13][N:12]=[C:11]([NH:15][C:16]3[CH:21]=[CH:20][CH:19]=[CH:18][CH:17]=3)[CH:10]=2)=[C:2]([F:1])[CH:3]=1. (3) Given the reactants C(O)COCCOCCOCCOCCOCCO.[CH2:20]([CH:23]1[CH:49]=[C:48]([CH3:50])[CH2:47][CH:46]([CH3:51])[CH2:45][CH:44]([O:52][CH3:53])[CH:43]2[O:54][C:39]([OH:58])([CH:40]([CH3:57])[CH2:41][CH:42]2[O:55][CH3:56])[C:38](=[O:59])[C:37](=[O:60])[N:36]2[CH:31]([CH2:32][CH2:33][CH2:34][CH2:35]2)[C:30](=[O:61])[O:29][CH:28]([C:62]([CH3:84])=[CH:63][CH:64]2[CH2:69][CH2:68][CH:67]([O:70]C(=O)CCCCCCC(O)=O)[CH:66]([O:82][CH3:83])[CH2:65]2)[CH:27]([CH3:85])[CH:26]([OH:86])[CH2:25][C:24]1=[O:87])[CH:21]=[CH2:22].CCN=C=NCCCN(C)C.Cl.ON1C2C=CC=CC=2N=N1.C(O)(=O)C, predict the reaction product. The product is: [CH3:51][C@H:46]1[CH2:47][C:48]([CH3:50])=[CH:49][C@@H:23]([CH2:20][CH:21]=[CH2:22])[C:24](=[O:87])[CH2:25][C@H:26]([OH:86])[C@@H:27]([CH3:85])[C@@H:28](/[C:62](/[CH3:84])=[CH:63]/[C@H:64]2[CH2:65][C@@H:66]([O:82][CH3:83])[C@H:67]([OH:70])[CH2:68][CH2:69]2)[O:29][C:30](=[O:61])[C@H:31]2[N:36]([CH2:35][CH2:34][CH2:33][CH2:32]2)[C:37](=[O:60])[C:38](=[O:59])[C@:39]2([OH:58])[O:54][C@@H:43]([C@@H:42]([O:55][CH3:56])[CH2:41][C@H:40]2[CH3:57])[C@@H:44]([O:52][CH3:53])[CH2:45]1. (4) Given the reactants [NH2:1][CH2:2][C:3]1[S:7][C:6]([C:8]2[N:13]=[N:12][C:11]([N:14]([CH2:22][C:23]3([C:27]4[C:32]([F:33])=[CH:31][CH:30]=[CH:29][N:28]=4)[CH2:26][CH2:25][CH2:24]3)[C:15](=[O:21])[O:16][C:17]([CH3:20])([CH3:19])[CH3:18])=[CH:10][CH:9]=2)=[N:5][CH:4]=1.[C:34](O)(=[O:37])[CH2:35][OH:36].C1C=CC2N(O)N=NC=2C=1.C(Cl)CCl, predict the reaction product. The product is: [F:33][C:32]1[C:27]([C:23]2([CH2:22][N:14]([C:11]3[N:12]=[N:13][C:8]([C:6]4[S:7][C:3]([CH2:2][NH:1][C:35](=[O:36])[CH2:34][OH:37])=[CH:4][N:5]=4)=[CH:9][CH:10]=3)[C:15](=[O:21])[O:16][C:17]([CH3:19])([CH3:20])[CH3:18])[CH2:26][CH2:25][CH2:24]2)=[N:28][CH:29]=[CH:30][CH:31]=1. (5) Given the reactants [CH2:1]([N:3]([CH:27]1[CH2:32][CH2:31][C:30](=O)[CH2:29][CH2:28]1)[C:4]1[C:19]2[CH2:18][CH:17]=[CH:16][CH2:15][CH2:14][C:13]3[CH:20]=[C:21]([CH3:25])[NH:22][C:23](=[O:24])[C:12]=3[CH2:11][NH:10][C:9](=[O:26])[C:8]=2[CH:7]=[CH:6][CH:5]=1)[CH3:2].Cl.[F:35][CH:36]1[CH2:39][NH:38][CH2:37]1.CCN(C(C)C)C(C)C.CC(O)=O.[BH-](OC(C)=O)(OC(C)=O)OC(C)=O.[Na+].C([O-])(O)=O.[Na+], predict the reaction product. The product is: [CH2:1]([N:3]([C@H:27]1[CH2:32][CH2:31][C@@H:30]([N:38]2[CH2:39][CH:36]([F:35])[CH2:37]2)[CH2:29][CH2:28]1)[C:4]1[C:19]2[CH2:18][CH:17]=[CH:16][CH2:15][CH2:14][C:13]3[CH:20]=[C:21]([CH3:25])[NH:22][C:23](=[O:24])[C:12]=3[CH2:11][NH:10][C:9](=[O:26])[C:8]=2[CH:7]=[CH:6][CH:5]=1)[CH3:2]. (6) Given the reactants [Br:1][C:2]1[S:6][C:5]([CH2:7][CH2:8][OH:9])=[CH:4][CH:3]=1.CO[CH:12](OC)[CH2:13][NH2:14], predict the reaction product. The product is: [Br:1][C:2]1[S:6][C:5]2[CH2:7][CH2:8][O:9][CH:12]([CH2:13][NH2:14])[C:4]=2[CH:3]=1. (7) Given the reactants [CH2:1]([N:3]([CH2:12][CH3:13])[C:4]([CH:6]1[CH2:11][CH2:10][CH2:9][NH:8][CH2:7]1)=[O:5])[CH3:2].C(O)C.[CH2:17](I)[CH2:18][CH2:19][CH2:20][CH2:21][CH2:22][CH2:23][CH2:24][CH2:25][CH2:26][CH2:27][CH2:28][CH2:29][CH3:30], predict the reaction product. The product is: [CH2:30]([N:8]1[CH2:9][CH2:10][CH2:11][CH:6]([C:4]([N:3]([CH2:1][CH3:2])[CH2:12][CH3:13])=[O:5])[CH2:7]1)[CH2:29][CH2:28][CH2:27][CH2:26][CH2:25][CH2:24][CH2:23][CH2:22][CH2:21][CH2:20][CH2:19][CH2:18][CH3:17]. (8) Given the reactants [OH:1][C:2]1[CH:3]=[C:4]([CH:19]=[CH:20][CH:21]=1)[O:5][CH2:6][CH2:7][N:8]1[C:16](=[O:17])[C:15]2[C:10](=[CH:11][CH:12]=[CH:13][CH:14]=2)[C:9]1=[O:18].[O:22]1[CH:24]([CH2:25][CH2:26][CH3:27])[CH2:23]1, predict the reaction product. The product is: [OH:22][CH:24]([CH2:25][CH2:26][CH3:27])[CH2:23][O:1][C:2]1[CH:3]=[C:4]([CH:19]=[CH:20][CH:21]=1)[O:5][CH2:6][CH2:7][N:8]1[C:9](=[O:18])[C:10]2[C:15](=[CH:14][CH:13]=[CH:12][CH:11]=2)[C:16]1=[O:17]. (9) Given the reactants C([O:8][C:9]1[C:10]([F:27])=[CH:11][C:12]([S:19]([CH:22]2[CH2:26][CH2:25][CH2:24][CH2:23]2)(=[O:21])=[O:20])=[C:13]2[C:18]=1[N:17]=[CH:16][CH:15]=[CH:14]2)C1C=CC=CC=1.Cl.[OH-].[Na+], predict the reaction product. The product is: [F:27][C:10]1[C:9]([OH:8])=[C:18]2[C:13]([CH:14]=[CH:15][CH:16]=[N:17]2)=[C:12]([S:19]([CH:22]2[CH2:26][CH2:25][CH2:24][CH2:23]2)(=[O:20])=[O:21])[CH:11]=1.